Dataset: Full USPTO retrosynthesis dataset with 1.9M reactions from patents (1976-2016). Task: Predict the reactants needed to synthesize the given product. The reactants are: [CH3:1][C:2]1[N:3]([CH:14]2[CH2:19][CH2:18][O:17][CH2:16][CH2:15]2)[C:4]([C:7]2[CH:12]=[CH:11][N:10]=[C:9]([NH2:13])[N:8]=2)=[CH:5][N:6]=1.Br[C:21]1[CH:35]=[CH:34][C:24]([C:25]([N:27]2[CH2:32][CH2:31][N:30]([CH3:33])[CH2:29][CH2:28]2)=[O:26])=[CH:23][CH:22]=1.C([O-])([O-])=O.[Cs+].[Cs+].CC(C1C=C(C(C)C)C(C2C=CC=CC=2P(C2CCCCC2)C2CCCCC2)=C(C(C)C)C=1)C. Given the product [CH3:33][N:30]1[CH2:31][CH2:32][N:27]([C:25]([C:24]2[CH:34]=[CH:35][C:21]([NH:13][C:9]3[N:8]=[C:7]([C:4]4[N:3]([CH:14]5[CH2:19][CH2:18][O:17][CH2:16][CH2:15]5)[C:2]([CH3:1])=[N:6][CH:5]=4)[CH:12]=[CH:11][N:10]=3)=[CH:22][CH:23]=2)=[O:26])[CH2:28][CH2:29]1, predict the reactants needed to synthesize it.